Predict the reactants needed to synthesize the given product. From a dataset of Full USPTO retrosynthesis dataset with 1.9M reactions from patents (1976-2016). Given the product [CH:10]1[C:22]2[CH2:21][C:20]3[C:15](=[CH:16][CH:17]=[CH:18][CH:19]=3)[C:14]=2[CH:13]=[CH:12][CH:11]=1.[CH2:1]1[C:9]2[C:4](=[CH:5][CH:6]=[CH:7][CH:8]=2)[CH2:3][CH2:2]1, predict the reactants needed to synthesize it. The reactants are: [CH2:1]1[C:9]2[C:4](=[CH:5][CH:6]=[CH:7][CH:8]=2)[CH:3]=[CH:2]1.[CH2:10]1[C:22]2[CH2:21][C:20]3[C:15](=[CH:16][CH:17]=[CH:18][CH:19]=3)[C:14]=2[CH2:13][CH2:12][CH2:11]1.[H][H].